Dataset: Forward reaction prediction with 1.9M reactions from USPTO patents (1976-2016). Task: Predict the product of the given reaction. (1) Given the reactants [CH3:1][S:2]([C:5]1[CH:6]=[CH:7][C:8]([S:14][CH2:15][C:16]([F:19])([F:18])[F:17])=[C:9]([CH:13]=1)[C:10]([OH:12])=O)(=[O:4])=[O:3].[F:20][C:21]1[CH:26]=[C:25]([S:27]([CH3:30])(=[O:29])=[O:28])[CH:24]=[CH:23][C:22]=1[N:31]1[CH2:36][CH2:35][NH:34][CH2:33][CH2:32]1, predict the reaction product. The product is: [F:20][C:21]1[CH:26]=[C:25]([S:27]([CH3:30])(=[O:29])=[O:28])[CH:24]=[CH:23][C:22]=1[N:31]1[CH2:36][CH2:35][N:34]([C:10]([C:9]2[CH:13]=[C:5]([S:2]([CH3:1])(=[O:3])=[O:4])[CH:6]=[CH:7][C:8]=2[S:14][CH2:15][C:16]([F:19])([F:18])[F:17])=[O:12])[CH2:33][CH2:32]1. (2) Given the reactants [Si:1]([O:8][CH2:9][C@@H:10]1[C@H:14]2[O:15][C:16]([CH3:19])([CH3:18])[O:17][C@H:13]2[C@H:12]([N:20]2[CH:28]=[N:27][C:26]3[C:21]2=[N:22][CH:23]=[N:24][C:25]=3Cl)[O:11]1)([C:4]([CH3:7])([CH3:6])[CH3:5])([CH3:3])[CH3:2].[CH2:30]([Sn](CCCC)(CCCC)C=C)[CH2:31]CC, predict the reaction product. The product is: [Si:1]([O:8][CH2:9][C@@H:10]1[C@H:14]2[O:15][C:16]([CH3:19])([CH3:18])[O:17][C@H:13]2[C@H:12]([N:20]2[CH:28]=[N:27][C:26]3[C:21]2=[N:22][CH:23]=[N:24][C:25]=3[CH:30]=[CH2:31])[O:11]1)([C:4]([CH3:7])([CH3:6])[CH3:5])([CH3:3])[CH3:2]. (3) The product is: [CH3:1][C:2]1[C:3]2[CH:4]=[CH:5][C:6](=[O:30])[N:7]3[C@H:14]([CH2:15][N:16]4[CH2:17][CH2:18][CH:19]([NH:22][C:23](=[O:29])[O:24][C:25]([CH3:27])([CH3:26])[CH3:28])[CH2:20][CH2:21]4)[CH2:13][N:9]([C:8]=23)[C:10](=[O:12])[CH:11]=1. Given the reactants [CH3:1][CH:2]1[CH2:11][C:10](=[O:12])[N:9]2[CH2:13][C@@H:14]([CH2:15][N:16]3[CH2:21][CH2:20][CH:19]([NH:22][C:23](=[O:29])[O:24][C:25]([CH3:28])([CH3:27])[CH3:26])[CH2:18][CH2:17]3)[N:7]3[C:8]2=[C:3]1[CH:4]=[CH:5][C:6]3=[O:30].C(C1C(=O)C(Cl)=C(Cl)C(=O)C=1C#N)#N.C([O-])([O-])=O.[K+].[K+], predict the reaction product. (4) Given the reactants [CH2:1]([C:3]1[CH:4]=[C:5]([C:21]([O:23]C)=[O:22])[C:6](=[O:20])[NH:7][C:8]=1[C:9]1[CH:10]=[C:11]2[C:16](=[CH:17][CH:18]=1)[N:15]([CH3:19])[CH2:14][CH2:13][CH2:12]2)[CH3:2].O[Li].O, predict the reaction product. The product is: [CH2:1]([C:3]1[CH:4]=[C:5]([C:21]([OH:23])=[O:22])[C:6](=[O:20])[NH:7][C:8]=1[C:9]1[CH:10]=[C:11]2[C:16](=[CH:17][CH:18]=1)[N:15]([CH3:19])[CH2:14][CH2:13][CH2:12]2)[CH3:2].